From a dataset of Forward reaction prediction with 1.9M reactions from USPTO patents (1976-2016). Predict the product of the given reaction. Given the reactants [C:1](Cl)(=O)C.[Br:5][C:6]1[S:10][C:9]([CH:11]=[CH:12][C:13](=[O:17])[C:14]([OH:16])=[O:15])=[CH:8][CH:7]=1, predict the reaction product. The product is: [CH3:1][O:15][C:14](=[O:16])[C:13](=[O:17])[CH:12]=[CH:11][C:9]1[S:10][C:6]([Br:5])=[CH:7][CH:8]=1.